This data is from NCI-60 drug combinations with 297,098 pairs across 59 cell lines. The task is: Regression. Given two drug SMILES strings and cell line genomic features, predict the synergy score measuring deviation from expected non-interaction effect. (1) Drug 1: C1=CC(=CC=C1C#N)C(C2=CC=C(C=C2)C#N)N3C=NC=N3. Drug 2: C1C(C(OC1N2C=NC3=C(N=C(N=C32)Cl)N)CO)O. Cell line: PC-3. Synergy scores: CSS=8.53, Synergy_ZIP=-4.04, Synergy_Bliss=1.29, Synergy_Loewe=-5.68, Synergy_HSA=-0.568. (2) Drug 1: C1=NC2=C(N1)C(=S)N=CN2. Drug 2: C(CCl)NC(=O)N(CCCl)N=O. Cell line: IGROV1. Synergy scores: CSS=2.47, Synergy_ZIP=-1.76, Synergy_Bliss=1.31, Synergy_Loewe=-1.05, Synergy_HSA=-0.662. (3) Drug 1: CC=C1C(=O)NC(C(=O)OC2CC(=O)NC(C(=O)NC(CSSCCC=C2)C(=O)N1)C(C)C)C(C)C. Synergy scores: CSS=42.7, Synergy_ZIP=-1.48, Synergy_Bliss=-0.293, Synergy_Loewe=-4.33, Synergy_HSA=0.0706. Cell line: SF-295. Drug 2: C1CCC(C(C1)N)N.C(=O)(C(=O)[O-])[O-].[Pt+4]. (4) Drug 1: CC1=C(C=C(C=C1)NC(=O)C2=CC=C(C=C2)CN3CCN(CC3)C)NC4=NC=CC(=N4)C5=CN=CC=C5. Drug 2: C(CC(=O)O)C(=O)CN.Cl. Cell line: NCI-H322M. Synergy scores: CSS=14.1, Synergy_ZIP=-7.58, Synergy_Bliss=-4.09, Synergy_Loewe=-6.52, Synergy_HSA=-2.45. (5) Drug 1: COC1=CC(=CC(=C1O)OC)C2C3C(COC3=O)C(C4=CC5=C(C=C24)OCO5)OC6C(C(C7C(O6)COC(O7)C8=CC=CS8)O)O. Drug 2: CCC1(CC2CC(C3=C(CCN(C2)C1)C4=CC=CC=C4N3)(C5=C(C=C6C(=C5)C78CCN9C7C(C=CC9)(C(C(C8N6C=O)(C(=O)OC)O)OC(=O)C)CC)OC)C(=O)OC)O.OS(=O)(=O)O. Cell line: COLO 205. Synergy scores: CSS=55.3, Synergy_ZIP=8.29, Synergy_Bliss=8.68, Synergy_Loewe=-9.20, Synergy_HSA=6.59. (6) Drug 1: CC1=CC2C(CCC3(C2CCC3(C(=O)C)OC(=O)C)C)C4(C1=CC(=O)CC4)C. Drug 2: C1C(C(OC1N2C=NC(=NC2=O)N)CO)O. Cell line: UACC-257. Synergy scores: CSS=-3.56, Synergy_ZIP=2.61, Synergy_Bliss=1.41, Synergy_Loewe=-3.07, Synergy_HSA=-3.20. (7) Drug 1: CC12CCC(CC1=CCC3C2CCC4(C3CC=C4C5=CN=CC=C5)C)O. Drug 2: CC(CN1CC(=O)NC(=O)C1)N2CC(=O)NC(=O)C2. Cell line: A549. Synergy scores: CSS=36.4, Synergy_ZIP=0.538, Synergy_Bliss=1.33, Synergy_Loewe=-0.499, Synergy_HSA=2.78.